Dataset: Catalyst prediction with 721,799 reactions and 888 catalyst types from USPTO. Task: Predict which catalyst facilitates the given reaction. (1) Reactant: C([O:8][C:9]([C@H:11]1[CH2:15][CH2:14][CH2:13][N:12]1[C:16](=[O:38])[CH2:17][CH2:18][CH2:19][CH2:20][C:21]([N:23]1[CH2:27][CH2:26][CH2:25][C@@H:24]1[C:28]([O:30]CC1C=CC=CC=1)=[O:29])=[O:22])=[O:10])C1C=CC=CC=1. Product: [C:28]([C@H:24]1[CH2:25][CH2:26][CH2:27][N:23]1[C:21](=[O:22])[CH2:20][CH2:19][CH2:18][CH2:17][C:16]([N:12]1[CH2:13][CH2:14][CH2:15][C@@H:11]1[C:9]([OH:10])=[O:8])=[O:38])([OH:30])=[O:29]. The catalyst class is: 19. (2) Reactant: C([C@@H]1CC[C@@H](C)C[C@H]1[O:11][C:12]([C@@H:14]1[CH2:27][C:26]2[CH:25]=[C:24]3[C:19]([O:20][C@@H:21]([C:30]4[CH:35]=[CH:34][C:33]([O:36]CC5C=CC(Cl)=C(Cl)C=5)=[CH:32][CH:31]=4)[C:22](=[O:29])[N:23]3[CH3:28])=[CH:18][C:17]=2[CH2:16][N:15]1[C@H:46]([C:49]1[CH:54]=[CH:53][CH:52]=[CH:51][CH:50]=1)[CH2:47][CH3:48])=[O:13])(C)C.B(Cl)(Cl)Cl. Product: [OH:36][C:33]1[CH:34]=[CH:35][C:30]([C@@H:21]2[O:20][C:19]3[C:24](=[CH:25][C:26]4[CH2:27][C@@H:14]([C:12]([OH:13])=[O:11])[N:15]([C@H:46]([C:49]5[CH:50]=[CH:51][CH:52]=[CH:53][CH:54]=5)[CH2:47][CH3:48])[CH2:16][C:17]=4[CH:18]=3)[N:23]([CH3:28])[C:22]2=[O:29])=[CH:31][CH:32]=1. The catalyst class is: 2. (3) Reactant: O.C1(C)C=CC(S(O)(=O)=O)=CC=1.[S:13]1[CH:17]=[C:16]([C:18]2[S:22][C:21]3[CH:23](O)[CH:24]([CH3:26])[CH2:25][C:20]=3[C:19]=2[C:28]2[C:29]3[CH:36]=[CH:35][CH:34]=[CH:33][C:30]=3[S:31][CH:32]=2)[C:15]2[CH:37]=[CH:38][CH:39]=[CH:40][C:14]1=2.O. Product: [S:13]1[CH:17]=[C:16]([C:18]2[S:22][C:21]3[CH:23]=[C:24]([CH3:26])[CH2:25][C:20]=3[C:19]=2[C:28]2[C:29]3[CH:36]=[CH:35][CH:34]=[CH:33][C:30]=3[S:31][CH:32]=2)[C:15]2[CH:37]=[CH:38][CH:39]=[CH:40][C:14]1=2. The catalyst class is: 11. (4) Reactant: [Cl:1][C:2]1[CH:3]=[C:4]([CH:8]=[CH:9][C:10]=1[C:11]([N:13]1[CH2:17][CH:16]=[CH:15][CH2:14]1)=[O:12])[C:5]([OH:7])=O.CN(C(ON1N=NC2C=CC=CC1=2)=[N+](C)C)C.[B-](F)(F)(F)F.C(N(C(C)C)CC)(C)C.[Cl:49][C:50]1[CH:68]=[CH:67][C:53]2[NH:54][C:55]([C@@H:57]([NH2:66])[CH2:58][O:59][C:60]([O:62][CH:63]([CH3:65])[CH3:64])=[O:61])=[N:56][C:52]=2[CH:51]=1.ClCl. Product: [Cl:1][C:2]1[CH:3]=[C:4]([CH:8]=[CH:9][C:10]=1[C:11]([N:13]1[CH2:17][CH:16]=[CH:15][CH2:14]1)=[O:12])[C:5]([NH:66][C@H:57]([C:55]1[NH:54][C:53]2[CH:67]=[CH:68][C:50]([Cl:49])=[CH:51][C:52]=2[N:56]=1)[CH2:58][O:59][C:60]([O:62][CH:63]([CH3:65])[CH3:64])=[O:61])=[O:7]. The catalyst class is: 7. (5) Reactant: [C:1](=O)([O-])[O-].[Cs+].[Cs+].[OH:7][C:8]1[CH:13]=[CH:12][C:11]([O:14][CH3:15])=[CH:10][C:9]=1[C:16]([C:18]1[CH:23]=[CH:22][CH:21]=[CH:20][CH:19]=1)=[O:17].C[O:25][C:26](=[O:45])[CH2:27][CH2:28][C:29]1[CH:34]=[CH:33][C:32]([O:35][CH2:36][CH2:37][C@@H:38](OS(C)(=O)=O)[CH3:39])=[CH:31][CH:30]=1.[OH-].[Na+].Cl. Product: [C:16]([C:9]1[CH:10]=[C:11]([O:14][CH3:15])[CH:12]=[CH:13][C:8]=1[O:7][CH:38]([CH3:39])[CH2:37][CH2:36][O:35][C:32]1[CH:33]=[CH:34][C:29]([CH2:28][CH2:27][C:26]([OH:25])=[O:45])=[C:30]([CH3:1])[CH:31]=1)(=[O:17])[C:18]1[CH:19]=[CH:20][CH:21]=[CH:22][CH:23]=1. The catalyst class is: 3.